From a dataset of hERG Central: cardiac toxicity at 1µM, 10µM, and general inhibition. Predict hERG channel inhibition at various concentrations. (1) The drug is CCCCN(Cc1ccccc1)C1CCN(CCc2ccccc2)CC1. Results: hERG_inhib (hERG inhibition (general)): blocker. (2) The molecule is Cc1cccc(-n2nnnc2SCC(=O)Nc2ccc(N3CCN(C)CC3)cc2)c1. Results: hERG_inhib (hERG inhibition (general)): blocker. (3) The drug is CC(/C=N/Nc1ncc(C)c(=O)[nH]1)=C\c1ccccc1. Results: hERG_inhib (hERG inhibition (general)): blocker. (4) The molecule is Cc1ccc(C#CC[N+]2(CC#Cc3ccc(C)cc3)CCCCC2)cc1.[Br-]. Results: hERG_inhib (hERG inhibition (general)): blocker. (5) The compound is COc1cc(C(=O)NC(C)c2ccc(-n3ccnc3)cc2)cc(OC)c1C. Results: hERG_inhib (hERG inhibition (general)): blocker. (6) The drug is CSc1ccc(CNC(=O)C2CCC(=O)N(Cc3cccc(F)c3)C2)cc1. Results: hERG_inhib (hERG inhibition (general)): blocker. (7) Results: hERG_inhib (hERG inhibition (general)): blocker. The compound is CCCN=Cc1c(CCC)[nH]n(-c2nc3ccccc3s2)c1=O. (8) The drug is Cc1ccc(S(=O)(=O)N(C)CC(=O)O/N=C(\N)c2cccc([N+](=O)[O-])c2)cc1. Results: hERG_inhib (hERG inhibition (general)): blocker.